Dataset: Full USPTO retrosynthesis dataset with 1.9M reactions from patents (1976-2016). Task: Predict the reactants needed to synthesize the given product. The reactants are: [CH2:1]([O:3][CH2:4][C:5](Cl)=[O:6])[CH3:2].[Cl:8][C:9]1[C:18]([NH2:19])=[C:17]([NH:20][CH2:21][C:22]#[CH:23])[C:16]2[C:11](=[CH:12][CH:13]=[CH:14][CH:15]=2)[N:10]=1.C(N(CC)CC)C. Given the product [Cl:8][C:9]1[C:18]([NH:19][C:5](=[O:6])[CH2:4][O:3][CH2:1][CH3:2])=[C:17]([NH:20][CH2:21][C:22]#[CH:23])[C:16]2[C:11](=[CH:12][CH:13]=[CH:14][CH:15]=2)[N:10]=1, predict the reactants needed to synthesize it.